This data is from Forward reaction prediction with 1.9M reactions from USPTO patents (1976-2016). The task is: Predict the product of the given reaction. (1) Given the reactants [Li+].[OH-].O.[Cl:4][C:5]1[CH:37]=[CH:36][CH:35]=[C:34]([Cl:38])[C:6]=1[C:7]([NH:9][C@H:10]([C:30]([O:32]C)=[O:31])[CH2:11][C:12]1[CH:17]=[CH:16][C:15]([O:18][CH2:19][C:20]2[CH:29]=[CH:28][C:27]3[CH2:26][CH2:25][CH2:24][NH:23][C:22]=3[N:21]=2)=[CH:14][CH:13]=1)=[O:8], predict the reaction product. The product is: [Cl:4][C:5]1[CH:37]=[CH:36][CH:35]=[C:34]([Cl:38])[C:6]=1[C:7]([NH:9][C@H:10]([C:30]([OH:32])=[O:31])[CH2:11][C:12]1[CH:13]=[CH:14][C:15]([O:18][CH2:19][C:20]2[CH:29]=[CH:28][C:27]3[CH2:26][CH2:25][CH2:24][NH:23][C:22]=3[N:21]=2)=[CH:16][CH:17]=1)=[O:8]. (2) Given the reactants C(O[C:4](=O)[CH2:5][CH2:6][N:7]1[CH2:11][CH2:10][CH2:9][CH:8]1[CH3:12])C.[Br:14][C:15]1[CH:16]=[C:17]([NH2:22])[C:18]([NH2:21])=[CH:19][CH:20]=1.CS(O)(=O)=O.O=P12OP3(OP(OP(O3)(O1)=O)(=O)O2)=O.O=P12OP3(OP(OP(O3)(O1)=O)(=O)O2)=O, predict the reaction product. The product is: [Br:14][C:15]1[CH:20]=[CH:19][C:18]2[NH:21][C:4]([CH2:5][CH2:6][N:7]3[CH2:11][CH2:10][CH2:9][CH:8]3[CH3:12])=[N:22][C:17]=2[CH:16]=1. (3) The product is: [Br:19][C:20]1[CH:25]=[C:24]([F:26])[CH:23]=[CH:22][C:21]=1[S:27]([NH:1][C:2]1[C:14]([C:15]([O:17][CH3:18])=[O:16])=[C:6]2[O:7][CH2:8][C:9]3[N:10]([CH:11]=[CH:12][CH:13]=3)[C:5]2=[CH:4][CH:3]=1)(=[O:29])=[O:28]. Given the reactants [NH2:1][C:2]1[C:14]([C:15]([O:17][CH3:18])=[O:16])=[C:6]2[O:7][CH2:8][CH:9]3[CH:13]=[CH:12][CH2:11][N:10]3[C:5]2=[CH:4][CH:3]=1.[Br:19][C:20]1[CH:25]=[C:24]([F:26])[CH:23]=[CH:22][C:21]=1[S:27](Cl)(=[O:29])=[O:28], predict the reaction product. (4) Given the reactants [CH:1]([CH:4]1[C:9](=[O:10])[NH:8][C:7]2[CH:11]=[C:12]([CH3:16])[CH:13]=[C:14]([CH3:15])[C:6]=2[O:5]1)([CH3:3])[CH3:2].C(=O)([O-])[O-].[K+].[K+].[C:23]([O:27][CH3:28])(=[O:26])[CH:24]=[CH2:25].C(O)(=O)CC(CC(O)=O)(C(O)=O)O, predict the reaction product. The product is: [CH3:28][O:27][C:23](=[O:26])[CH2:24][CH2:25][N:8]1[C:7]2[CH:11]=[C:12]([CH3:16])[CH:13]=[C:14]([CH3:15])[C:6]=2[O:5][CH:4]([CH:1]([CH3:3])[CH3:2])[C:9]1=[O:10]. (5) Given the reactants [CH2:1]([O:5][C:6]1[CH:13]=[CH:12][CH:11]=[C:10]([N+:14]([O-])=O)[C:7]=1[C:8]#[N:9])[CH:2]([CH3:4])[CH3:3], predict the reaction product. The product is: [NH2:14][C:10]1[CH:11]=[CH:12][CH:13]=[C:6]([O:5][CH2:1][CH:2]([CH3:4])[CH3:3])[C:7]=1[C:8]#[N:9]. (6) Given the reactants CN(C(C1C(I)=C(N[C:18]([CH2:20][O:21][CH3:22])=[O:19])C(I)=C(C(NCC(O)CO)=O)C=1I)=O)CC(O)CO.[NH2:33][C:34]1[C:35]([I:48])=[C:36]([C:45]([Cl:47])=[O:46])[C:37]([I:44])=[C:38]([C:42]=1[I:43])[C:39]([Cl:41])=[O:40].COCC(Cl)=O, predict the reaction product. The product is: [CH3:22][O:21][CH2:20][C:18]([NH:33][C:34]1[C:42]([I:43])=[C:38]([C:39]([Cl:41])=[O:40])[C:37]([I:44])=[C:36]([C:35]=1[I:48])[C:45]([Cl:47])=[O:46])=[O:19]. (7) Given the reactants [Cl:1][C:2]1[N:7]=[C:6]([Cl:8])[CH:5]=[C:4](Cl)[N:3]=1.[NH:10]([CH3:12])[CH3:11].CCN(C(C)C)C(C)C, predict the reaction product. The product is: [Cl:1][C:2]1[N:3]=[C:4]([N:10]([CH3:12])[CH3:11])[CH:5]=[C:6]([Cl:8])[N:7]=1.